From a dataset of Full USPTO retrosynthesis dataset with 1.9M reactions from patents (1976-2016). Predict the reactants needed to synthesize the given product. (1) Given the product [Br:14][C:11]1[CH:12]=[CH:13][C:8]2[C:5]3[C:4](=[CH:3][C:2]([Br:1])=[CH:7][CH:6]=3)[NH:16][C:9]=2[CH:10]=1, predict the reactants needed to synthesize it. The reactants are: [Br:1][C:2]1[CH:7]=[CH:6][C:5]([C:8]2[CH:13]=[CH:12][C:11]([Br:14])=[CH:10][C:9]=2N)=[C:4]([NH2:16])[CH:3]=1.C([O-])(O)=O.[Na+]. (2) Given the product [Br:1][C:2]1[CH:13]=[CH:12][C:5]([C:6](=[O:7])[CH3:15])=[CH:4][C:3]=1[Cl:14], predict the reactants needed to synthesize it. The reactants are: [Br:1][C:2]1[CH:13]=[CH:12][C:5]([C:6](N(OC)C)=[O:7])=[CH:4][C:3]=1[Cl:14].[CH3:15][Mg]Br.O1CCCC1.Cl.C(OCC)(=O)C. (3) The reactants are: [C:1]([O:5][C:6](=[O:12])[NH:7][CH2:8][CH:9]1[CH2:11][CH2:10]1)([CH3:4])([CH3:3])[CH3:2].[H-].[Na+].I[CH3:16]. Given the product [C:1]([O:5][C:6](=[O:12])[N:7]([CH2:8][CH:9]1[CH2:10][CH2:11]1)[CH3:16])([CH3:4])([CH3:2])[CH3:3], predict the reactants needed to synthesize it. (4) Given the product [N:18]1([CH2:17][CH2:16][CH2:15][C:11]2[CH:10]=[C:9]([OH:8])[CH:14]=[CH:13][CH:12]=2)[CH:22]=[CH:21][N:20]=[N:19]1, predict the reactants needed to synthesize it. The reactants are: C([O:8][C:9]1[CH:10]=[C:11]([CH2:15][CH2:16][CH2:17][N:18]2[CH:22]=[CH:21][N:20]=[N:19]2)[CH:12]=[CH:13][CH:14]=1)C1C=CC=CC=1.[H][H]. (5) The reactants are: [NH2:1][C@@H:2]([CH2:20][C:21]1[CH:26]=[CH:25][C:24]([C:27]([F:30])([F:29])[F:28])=[CH:23][CH:22]=1)[CH2:3][NH:4][C:5]1[S:6][C:7]([C:10]2[CH:11]=[C:12]3[C:16](=[CH:17][CH:18]=2)[NH:15][C:14](=[O:19])[CH2:13]3)=[CH:8][N:9]=1.N1C=CC=CC=1.[C:37](OC(=O)C)(=[O:39])[CH3:38]. Given the product [O:19]=[C:14]1[CH2:13][C:12]2[C:16](=[CH:17][CH:18]=[C:10]([C:7]3[S:6][C:5]([NH:4][CH2:3][C@@H:2]([NH:1][C:37](=[O:39])[CH3:38])[CH2:20][C:21]4[CH:22]=[CH:23][C:24]([C:27]([F:28])([F:29])[F:30])=[CH:25][CH:26]=4)=[N:9][CH:8]=3)[CH:11]=2)[NH:15]1, predict the reactants needed to synthesize it. (6) Given the product [F:1][C:2]([F:12])([F:13])[O:3][C:4]1[CH:9]=[CH:8][C:7]2[NH:10][C:15](=[O:16])[NH:11][C:6]=2[CH:5]=1, predict the reactants needed to synthesize it. The reactants are: [F:1][C:2]([F:13])([F:12])[O:3][C:4]1[CH:5]=[C:6]([NH2:11])[C:7]([NH2:10])=[CH:8][CH:9]=1.N[C:15](N)=[O:16].O. (7) Given the product [N+:3]([C:6]1[CH:11]=[CH:10][C:9]([N:12]=[N:13][C:14]2[CH:19]=[CH:18][C:17]([O:20][CH3:21])=[CH:16][CH:15]=2)=[CH:8][CH:7]=1)([O-:5])=[O:4], predict the reactants needed to synthesize it. The reactants are: [OH-].[K+].[N+:3]([C:6]1[CH:11]=[CH:10][C:9]([N:12]=[N:13][C:14]2[CH:19]=[CH:18][C:17]([OH:20])=[CH:16][CH:15]=2)=[CH:8][CH:7]=1)([O-:5])=[O:4].[CH3:21]I.